This data is from Catalyst prediction with 721,799 reactions and 888 catalyst types from USPTO. The task is: Predict which catalyst facilitates the given reaction. Reactant: Cl[C:2]1[CH:7]=[CH:6][C:5]([N+:8]([O-:10])=[O:9])=[CH:4][N:3]=1.Cl.[CH2:12]1[C@H:17]2[CH2:18][NH:19][CH2:20][CH2:21][N:16]2[CH2:15][CH2:14][O:13]1.C(=O)([O-])[O-].[K+].[K+]. Product: [N+:8]([C:5]1[CH:6]=[CH:7][C:2]([N:19]2[CH2:20][CH2:21][N:16]3[C@@H:17]([CH2:12][O:13][CH2:14][CH2:15]3)[CH2:18]2)=[N:3][CH:4]=1)([O-:10])=[O:9]. The catalyst class is: 10.